From a dataset of Forward reaction prediction with 1.9M reactions from USPTO patents (1976-2016). Predict the product of the given reaction. (1) Given the reactants [Cl:1][C:2]1[CH:9]=[CH:8][C:5](CBr)=[CH:4][CH:3]=1.[Cl:10][C:11]1[CH:19]=[CH:18][C:14](C(Cl)=O)=[CH:13][CH:12]=1.[CH2:20]([CH2:23][O:24]C)OC, predict the reaction product. The product is: [Cl:10][C:11]1[CH:19]=[CH:18][CH:14]=[CH:13][C:12]=1[CH2:20][C:23]([C:5]1[CH:4]=[CH:3][C:2]([Cl:1])=[CH:9][CH:8]=1)=[O:24]. (2) Given the reactants [Li]CCCC.C(NC(C)C)(C)C.[F:13][C:14]1[CH:20]=[CH:19][C:17]([NH2:18])=[CH:16][CH:15]=1.F[C:22]1[CH:30]=[C:29]([F:31])[C:28]([F:32])=[CH:27][C:23]=1[C:24]([OH:26])=[O:25], predict the reaction product. The product is: [F:13][C:14]1[CH:20]=[CH:19][C:17]([NH:18][C:22]2[CH:30]=[C:29]([F:31])[C:28]([F:32])=[CH:27][C:23]=2[C:24]([OH:26])=[O:25])=[CH:16][CH:15]=1. (3) Given the reactants [NH2:1][C:2]1[CH:10]=[C:9]([I:11])[CH:8]=[CH:7][C:3]=1[C:4](O)=[O:5].CC[N:14]=C=NCCCN(C)C.ON1C2C=CC=CC=2N=N1.CCN(C(C)C)C(C)C.N, predict the reaction product. The product is: [NH2:1][C:2]1[CH:10]=[C:9]([I:11])[CH:8]=[CH:7][C:3]=1[C:4]([NH2:14])=[O:5].